This data is from Reaction yield outcomes from USPTO patents with 853,638 reactions. The task is: Predict the reaction yield, written as a fraction of the theoretical maximum amount of product (1.0 means a 100% yield; for example, 0.34 means a 34% yield). The reactants are CN1CCOCC1.[O:8]=[C:9]1[CH:14]([N:15]2[C:23](=[O:24])[C:22]3[C:17](=[CH:18][CH:19]=[CH:20][C:21]=3[NH:25][CH2:26][C:27](O)=[O:28])[C:16]2=[O:30])[CH2:13][CH2:12][C:11](=[O:31])[NH:10]1.ClC(OCC)=O.[CH:38]1([NH2:41])[CH2:40][CH2:39]1. The catalyst is C1COCC1. The product is [CH:38]1([NH:41][C:27](=[O:28])[CH2:26][NH:25][C:21]2[CH:20]=[CH:19][CH:18]=[C:17]3[C:22]=2[C:23](=[O:24])[N:15]([CH:14]2[CH2:13][CH2:12][C:11](=[O:31])[NH:10][C:9]2=[O:8])[C:16]3=[O:30])[CH2:40][CH2:39]1. The yield is 0.270.